This data is from Reaction yield outcomes from USPTO patents with 853,638 reactions. The task is: Predict the reaction yield, written as a fraction of the theoretical maximum amount of product (1.0 means a 100% yield; for example, 0.34 means a 34% yield). (1) The reactants are [O:1]1[CH2:6][CH2:5][CH:4]([C:7]2[CH:19]=[CH:18][C:10]([CH2:11][C@@H:12]([C:14]([O:16][CH3:17])=[O:15])[NH2:13])=[CH:9][CH:8]=2)[CH2:3][CH2:2]1.C(N(CC)CC)C.[Cl:27][C:28]1[CH:36]=[CH:35][CH:34]=[C:33]([Cl:37])[C:29]=1[C:30](Cl)=[O:31].O. The catalyst is C(Cl)Cl. The product is [Cl:27][C:28]1[CH:36]=[CH:35][CH:34]=[C:33]([Cl:37])[C:29]=1[C:30]([NH:13][C@H:12]([C:14]([O:16][CH3:17])=[O:15])[CH2:11][C:10]1[CH:18]=[CH:19][C:7]([CH:4]2[CH2:5][CH2:6][O:1][CH2:2][CH2:3]2)=[CH:8][CH:9]=1)=[O:31]. The yield is 0.450. (2) The reactants are Cl.[F:2][C:3]([F:33])([F:32])[C:4]1[CH:5]=[C:6]([CH:25]=[C:26]([C:28]([F:31])([F:30])[F:29])[CH:27]=1)[CH2:7][N:8]([CH2:21][CH2:22][CH2:23][NH2:24])[C:9]([C:11]1[C:12]([Cl:20])=[N:13][C:14]([S:18][CH3:19])=[N:15][C:16]=1Cl)=[O:10].C(=O)([O-])[O-].[K+].[K+]. The catalyst is CN(C)C=O.C(OCC)(=O)C. The product is [F:30][C:28]([F:31])([F:29])[C:26]1[CH:25]=[C:6]([CH:5]=[C:4]([C:3]([F:33])([F:2])[F:32])[CH:27]=1)[CH2:7][N:8]1[CH2:21][CH2:22][CH2:23][NH:24][C:16]2[N:15]=[C:14]([S:18][CH3:19])[N:13]=[C:12]([Cl:20])[C:11]=2[C:9]1=[O:10]. The yield is 0.700.